Dataset: Peptide-MHC class I binding affinity with 185,985 pairs from IEDB/IMGT. Task: Regression. Given a peptide amino acid sequence and an MHC pseudo amino acid sequence, predict their binding affinity value. This is MHC class I binding data. (1) The peptide sequence is IINAHRIPK. The MHC is HLA-A30:01 with pseudo-sequence HLA-A30:01. The binding affinity (normalized) is 0.877. (2) The peptide sequence is RTDLEHDRV. The MHC is Mamu-B8701 with pseudo-sequence Mamu-B8701. The binding affinity (normalized) is 0.189. (3) The peptide sequence is QFLKFSLPFPFLYKFLL. The MHC is HLA-B40:01 with pseudo-sequence HLA-B40:01. The binding affinity (normalized) is 0.0183. (4) The peptide sequence is FLMSFTILCL. The MHC is HLA-A68:02 with pseudo-sequence HLA-A68:02. The binding affinity (normalized) is 0.174. (5) The peptide sequence is YTVMYPNL. The MHC is H-2-Db with pseudo-sequence H-2-Db. The binding affinity (normalized) is 0.00242. (6) The peptide sequence is IAATYNFAV. The MHC is HLA-A02:01 with pseudo-sequence HLA-A02:01. The binding affinity (normalized) is 0.581. (7) The peptide sequence is VDYPYRLW. The MHC is H-2-Kk with pseudo-sequence H-2-Kk. The binding affinity (normalized) is 0.0929. (8) The peptide sequence is RRFTQAIYD. The MHC is HLA-A26:01 with pseudo-sequence HLA-A26:01. The binding affinity (normalized) is 0.0847. (9) The MHC is HLA-B45:06 with pseudo-sequence HLA-B45:06. The binding affinity (normalized) is 0.213. The peptide sequence is HEWKIPLLI. (10) The MHC is HLA-A30:01 with pseudo-sequence HLA-A30:01. The binding affinity (normalized) is 0.0847. The peptide sequence is SEINNLNLT.